From a dataset of Forward reaction prediction with 1.9M reactions from USPTO patents (1976-2016). Predict the product of the given reaction. (1) Given the reactants [CH:1]1([CH2:7][NH:8][C:9]([C:11]2[C:12]([C:18]([F:21])([F:20])[F:19])=[N:13][C:14](Cl)=[N:15][CH:16]=2)=[O:10])[CH2:6][CH2:5][CH2:4][CH2:3][CH2:2]1.[Cl:22][C:23]1[CH:24]=[CH:25][C:26]([CH3:30])=[C:27]([CH:29]=1)[NH2:28], predict the reaction product. The product is: [CH:1]1([CH2:7][NH:8][C:9]([C:11]2[C:12]([C:18]([F:21])([F:20])[F:19])=[N:13][C:14]([NH:28][C:27]3[CH:29]=[C:23]([Cl:22])[CH:24]=[CH:25][C:26]=3[CH3:30])=[N:15][CH:16]=2)=[O:10])[CH2:6][CH2:5][CH2:4][CH2:3][CH2:2]1. (2) Given the reactants [CH3:1][C:2]1[N:7]=[C:6]([C:8](=[N:10][OH:11])[NH2:9])[CH:5]=[C:4]([C:12]2[CH:17]=[CH:16][C:15]([F:18])=[CH:14][CH:13]=2)[N:3]=1.[C:19](N1C=CN=C1)(N1C=CN=C1)=[O:20].N12CCCN=C1CCCCC2.Cl, predict the reaction product. The product is: [CH3:1][C:2]1[N:7]=[C:6]([C:8]2[NH:10][O:11][C:19](=[O:20])[N:9]=2)[CH:5]=[C:4]([C:12]2[CH:17]=[CH:16][C:15]([F:18])=[CH:14][CH:13]=2)[N:3]=1. (3) The product is: [C:35]([C:34]1[CH:33]=[CH:32][C:31]([CH:18]([O:17][C:16]2[CH:39]=[CH:40][C:41]([O:42][CH3:43])=[C:14]([O:13][CH3:12])[CH:15]=2)[CH2:19][CH2:20][CH2:21][N:22]2[CH2:29][CH:28]3[O:30][CH:24]([CH2:25][N:26]([C:4]([NH:3][CH2:1][CH3:2])=[O:5])[CH2:27]3)[CH2:23]2)=[CH:38][CH:37]=1)#[N:36]. Given the reactants [CH2:1]([N:3]=[C:4]=[O:5])[CH3:2].C([O-])([O-])=O.[K+].[K+].[CH3:12][O:13][C:14]1[CH:15]=[C:16]([CH:39]=[CH:40][C:41]=1[O:42][CH3:43])[O:17][CH:18]([C:31]1[CH:38]=[CH:37][C:34]([C:35]#[N:36])=[CH:33][CH:32]=1)[CH2:19][CH2:20][CH2:21][N:22]1[CH2:29][CH:28]2[O:30][CH:24]([CH2:25][NH:26][CH2:27]2)[CH2:23]1, predict the reaction product. (4) Given the reactants [N:1]1[C:10]2[C:5](=[C:6]([CH2:11][C:12]([OH:14])=O)[CH:7]=[CH:8][CH:9]=2)[CH:4]=[CH:3][CH:2]=1.[NH2:15][C:16]1[CH:20]=[CH:19][S:18][C:17]=1[C:21]([NH2:23])=[O:22], predict the reaction product. The product is: [N:1]1[C:10]2[C:5](=[C:6]([CH2:11][C:12]([NH:15][C:16]3[CH:20]=[CH:19][S:18][C:17]=3[C:21]([NH2:23])=[O:22])=[O:14])[CH:7]=[CH:8][CH:9]=2)[CH:4]=[CH:3][CH:2]=1. (5) Given the reactants Cl.Cl.[NH2:3][C@H:4]1[CH2:7][C@H:6]([N:8]2[C:12]3=[N:13][CH:14]=[CH:15][N:16]=[C:11]3[C:10]([CH3:18])([CH3:17])[C:9]2=[O:19])[CH2:5]1.C(N(C(C)C)C(C)C)C.CS([C:33]1[S:34][C:35]2[C:40]([N:41]=1)=[CH:39][CH:38]=[CH:37][N:36]=2)(=O)=O, predict the reaction product. The product is: [CH3:18][C:10]1([CH3:17])[C:11]2[C:12](=[N:13][CH:14]=[CH:15][N:16]=2)[N:8]([C@H:6]2[CH2:7][C@H:4]([NH:3][C:33]3[S:34][C:35]4[C:40]([N:41]=3)=[CH:39][CH:38]=[CH:37][N:36]=4)[CH2:5]2)[C:9]1=[O:19]. (6) Given the reactants [NH2:1][C:2]1[N:7]=[C:6]2[O:8][C:9]3[C:14]([CH2:15][C:5]2=[C:4]([NH2:19])[C:3]=1[C:20]#[N:21])=[CH:13][C:12]([N+:16]([O-])=O)=[CH:11][CH:10]=3, predict the reaction product. The product is: [NH2:1][C:2]1[N:7]=[C:6]2[O:8][C:9]3[C:14]([CH2:15][C:5]2=[C:4]([NH2:19])[C:3]=1[C:20]#[N:21])=[CH:13][C:12]([NH2:16])=[CH:11][CH:10]=3. (7) Given the reactants C([Li])(C)(C)C.[CH3:6][C:7]1[CH:8]=[C:9]([C:14]2[CH:19]=[CH:18][CH:17]=[CH:16][CH:15]=2)[CH:10]=[C:11]([CH3:13])[CH:12]=1.C[O:21][B:22](OC)[O:23]C.Cl, predict the reaction product. The product is: [CH3:6][C:7]1[C:12]([B:22]([OH:23])[OH:21])=[C:11]([CH3:13])[CH:10]=[C:9]([C:14]2[CH:19]=[CH:18][CH:17]=[CH:16][CH:15]=2)[CH:8]=1. (8) Given the reactants [CH2:1]([N:8]1[C:16]2[C:11](=[CH:12][CH:13]=[C:14]([N+:17]([O-:19])=[O:18])[CH:15]=2)[C:10]([C:20]([O:27][CH2:28][O:29][CH3:30])([C:23]([F:26])([F:25])[F:24])[C:21]#[CH:22])=[CH:9]1)[C:2]1[CH:7]=[CH:6][CH:5]=[CH:4][CH:3]=1.Br[C:32]1[CH:42]=[CH:41][C:35]([C:36]([O:38][CH2:39][CH3:40])=[O:37])=[CH:34][CH:33]=1, predict the reaction product. The product is: [CH2:1]([N:8]1[C:16]2[C:11](=[CH:12][CH:13]=[C:14]([N+:17]([O-:19])=[O:18])[CH:15]=2)[C:10]([C:20]([O:27][CH2:28][O:29][CH3:30])([C:23]([F:26])([F:24])[F:25])[C:21]#[C:22][C:32]2[CH:42]=[CH:41][C:35]([C:36]([O:38][CH2:39][CH3:40])=[O:37])=[CH:34][CH:33]=2)=[CH:9]1)[C:2]1[CH:3]=[CH:4][CH:5]=[CH:6][CH:7]=1.